Dataset: Full USPTO retrosynthesis dataset with 1.9M reactions from patents (1976-2016). Task: Predict the reactants needed to synthesize the given product. (1) Given the product [C:14]([O:17][C:18](=[O:19])[NH:20][CH:21]1[CH2:26][CH2:25][N:24]([C:2]2[CH:3]=[C:4]([CH3:12])[C:5]([N+:9]([O-:11])=[O:10])=[C:6]([NH2:8])[CH:7]=2)[CH2:23][CH2:22]1)([CH3:16])([CH3:13])[CH3:15], predict the reactants needed to synthesize it. The reactants are: F[C:2]1[CH:3]=[C:4]([CH3:12])[C:5]([N+:9]([O-:11])=[O:10])=[C:6]([NH2:8])[CH:7]=1.[CH3:13][C:14]([O:17][C:18]([NH:20][CH:21]1[CH2:26][CH2:25][NH:24][CH2:23][CH2:22]1)=[O:19])([CH3:16])[CH3:15].C([O-])(O)=O.[Na+]. (2) Given the product [N:20]1[CH:25]=[CH:24][C:23]([C:2]2[CH:7]=[CH:6][C:5]([C@@H:8]([NH:10][C:11](=[O:13])[CH3:12])[CH3:9])=[CH:4][CH:3]=2)=[CH:22][CH:21]=1, predict the reactants needed to synthesize it. The reactants are: Br[C:2]1[CH:7]=[CH:6][C:5]([C@@H:8]([NH:10][C:11](=[O:13])[CH3:12])[CH3:9])=[CH:4][CH:3]=1.C(=O)([O-])[O-].[Na+].[Na+].[N:20]1[CH:25]=[CH:24][C:23](B(O)O)=[CH:22][CH:21]=1.O. (3) Given the product [NH2:26][CH:23]1[CH2:24][CH2:25][N:21]([CH:16]([CH2:17][CH:18]([CH3:20])[CH3:19])[C:15]([NH:14][C:5]2[CH:6]=[CH:7][C:8]([C:9]3[O:13][CH:12]=[N:11][CH:10]=3)=[C:3]([O:2][CH3:1])[CH:4]=2)=[O:34])[CH2:22]1, predict the reactants needed to synthesize it. The reactants are: [CH3:1][O:2][C:3]1[CH:4]=[C:5]([NH:14][C:15](=[O:34])[CH:16]([N:21]2[CH2:25][CH2:24][CH:23]([NH:26]C(=O)OC(C)(C)C)[CH2:22]2)[CH2:17][CH:18]([CH3:20])[CH3:19])[CH:6]=[CH:7][C:8]=1[C:9]1[O:13][CH:12]=[N:11][CH:10]=1.C(O)(C(F)(F)F)=O. (4) Given the product [N:39]1[CH:34]=[CH:33][C:32]([NH:20][C:19]2[C:14]3[C:13](=[CH:18][CH:17]=[CH:16][CH:15]=3)[NH:12][C:11]=2[C:10]([OH:9])=[O:21])=[CH:37][CH:38]=1, predict the reactants needed to synthesize it. The reactants are: CC(C)([O-])C.[K+].C([O:9][C:10](=[O:21])[CH2:11][NH:12][C:13]1[CH:18]=[CH:17][CH:16]=[CH:15][C:14]=1[C:19]#[N:20])C.C(#N)C.C(OC(C1N[C:32]2[C:37]([C:38]=1[NH2:39])=CC=[CH:34][CH:33]=2)=O)C. (5) Given the product [Cl:24][C:8]1[C:7]([C:13]([O:15][CH2:16][CH3:17])=[O:14])=[C:6]([CH2:18][Cl:19])[C:5]2[C:10](=[CH:11][C:2]([Cl:1])=[C:3]([O:20][CH3:21])[CH:4]=2)[N:9]=1, predict the reactants needed to synthesize it. The reactants are: [Cl:1][C:2]1[CH:11]=[C:10]2[C:5]([C:6]([CH2:18][Cl:19])=[C:7]([C:13]([O:15][CH2:16][CH3:17])=[O:14])[C:8](=O)[NH:9]2)=[CH:4][C:3]=1[O:20][CH3:21].P(Cl)(Cl)([Cl:24])=O. (6) Given the product [Cl:14][C:15]1[C:20]([N:21]([CH2:3][C:2]([F:13])([F:12])[F:1])[C:22]([C:24]2[CH:25]=[N:26][N:27]([CH:29]3[CH2:34][CH2:33][CH2:32][CH2:31][O:30]3)[CH:28]=2)=[O:23])=[CH:19][C:18]([Cl:35])=[CH:17][N:16]=1, predict the reactants needed to synthesize it. The reactants are: [F:1][C:2]([F:13])([F:12])[CH2:3]OS(C(F)(F)F)(=O)=O.[Cl:14][C:15]1[C:20]([NH:21][C:22]([C:24]2[CH:25]=[N:26][N:27]([CH:29]3[CH2:34][CH2:33][CH2:32][CH2:31][O:30]3)[CH:28]=2)=[O:23])=[CH:19][C:18]([Cl:35])=[CH:17][N:16]=1.CC([O-])(C)C.[K+].O. (7) Given the product [Cl:1][C:2]1[CH:14]=[C:13]([Cl:15])[C:12]([O:16][C:17]2[N:21]([CH3:22])[N:20]=[C:19]([CH3:23])[C:18]=2[CH2:24][CH2:25][CH2:26][O:27][C:31]([NH:30][CH2:28][CH3:29])=[O:32])=[CH:11][C:3]=1[O:4][C@@H:5]([CH3:10])[C:6]([OH:7])=[O:33], predict the reactants needed to synthesize it. The reactants are: [Cl:1][C:2]1[CH:14]=[C:13]([Cl:15])[C:12]([O:16][C:17]2[N:21]([CH3:22])[N:20]=[C:19]([CH3:23])[C:18]=2[CH2:24][CH2:25][CH2:26][OH:27])=[CH:11][C:3]=1[O:4][C@@H:5]([CH3:10])[C:6](OC)=[O:7].[CH2:28]([N:30]=[C:31]=[O:32])[CH3:29].[OH2:33]. (8) Given the product [CH2:20]([O:27][C:28]1[C:37]2[C:32](=[CH:33][CH:34]=[CH:35][CH:36]=2)[CH:31]=[CH:30][C:29]=1[CH2:38][C:16]#[N:17])[C:21]1[CH:26]=[CH:25][CH:24]=[CH:23][CH:22]=1, predict the reactants needed to synthesize it. The reactants are: CC(C)([O-])C.[K+].C1(C)C=CC(S([CH2:16][N+:17]#[C-])(=O)=O)=CC=1.[CH2:20]([O:27][C:28]1[C:37]2[C:32](=[CH:33][CH:34]=[CH:35][CH:36]=2)[CH:31]=[CH:30][C:29]=1[CH:38]=O)[C:21]1[CH:26]=[CH:25][CH:24]=[CH:23][CH:22]=1.CO.